From a dataset of Reaction yield outcomes from USPTO patents with 853,638 reactions. Predict the reaction yield, written as a fraction of the theoretical maximum amount of product (1.0 means a 100% yield; for example, 0.34 means a 34% yield). (1) The reactants are [OH:1][C:2]1[C:6]2[CH2:7][N:8]([C:12]([O:14][C:15]([CH3:18])([CH3:17])[CH3:16])=[O:13])[CH:9]([CH3:11])[CH2:10][C:5]=2[NH:4][N:3]=1.[F:19][C:20]([F:39])([F:38])[S:21](N(C1C=CC=CC=1)[S:21]([C:20]([F:39])([F:38])[F:19])(=[O:23])=[O:22])(=[O:23])=[O:22]. No catalyst specified. The product is [CH3:11][CH:9]1[N:8]([C:12]([O:14][C:15]([CH3:17])([CH3:16])[CH3:18])=[O:13])[CH2:7][C:6]2[C:2]([O:1][S:21]([C:20]([F:39])([F:38])[F:19])(=[O:23])=[O:22])=[N:3][NH:4][C:5]=2[CH2:10]1. The yield is 0.558. (2) The reactants are [C:1]([CH2:3][C:4]([OH:6])=O)#[N:2].[Li]CCCC.[C:12]1([CH2:18]C(Cl)=O)[CH:17]=[CH:16][CH:15]=[CH:14][CH:13]=1. The catalyst is C1COCC1. The product is [O:6]=[C:4]([CH2:18][C:12]1[CH:17]=[CH:16][CH:15]=[CH:14][CH:13]=1)[CH2:3][C:1]#[N:2]. The yield is 0.400. (3) The reactants are [CH3:1][C:2]1[S:3][C:4]([C:9]2[CH:14]=[CH:13][CH:12]=[CH:11][CH:10]=2)=[CH:5][C:6]=1[CH:7]=[O:8].[CH:15]1([Mg]Br)[CH2:20][CH2:19][CH2:18][CH2:17][CH2:16]1.O1CCCC1.Cl. The catalyst is O1CCCC1. The product is [CH:15]1([CH:7]([C:6]2[CH:5]=[C:4]([C:9]3[CH:14]=[CH:13][CH:12]=[CH:11][CH:10]=3)[S:3][C:2]=2[CH3:1])[OH:8])[CH2:20][CH2:19][CH2:18][CH2:17][CH2:16]1. The yield is 0.960. (4) The reactants are [NH:1]1[CH2:9][CH2:8][CH:4]([C:5]([OH:7])=[O:6])[CH2:3][CH2:2]1.[C:10](OC(=O)C)(=[O:12])[CH3:11]. No catalyst specified. The product is [C:10]([N:1]1[CH2:9][CH2:8][CH:4]([C:5]([OH:7])=[O:6])[CH2:3][CH2:2]1)(=[O:12])[CH3:11]. The yield is 0.740. (5) The reactants are Br[C:2]1[CH:7]=[CH:6][C:5]([C:8]2[CH:13]=[CH:12][C:11]([O:14][CH2:15][CH2:16][CH2:17][CH2:18][CH2:19][CH2:20][CH2:21][CH3:22])=[CH:10][CH:9]=2)=[CH:4][CH:3]=1.[B:23](OC)([O:26]C)[O:24]C.Cl. The catalyst is CCCCCC.C1COCC1. The product is [CH2:15]([O:14][C:11]1[CH:12]=[CH:13][C:8]([C:5]2[CH:6]=[CH:7][C:2]([B:23]([OH:26])[OH:24])=[CH:3][CH:4]=2)=[CH:9][CH:10]=1)[CH2:16][CH2:17][CH2:18][CH2:19][CH2:20][CH2:21][CH3:22]. The yield is 0.730.